From a dataset of Forward reaction prediction with 1.9M reactions from USPTO patents (1976-2016). Predict the product of the given reaction. (1) Given the reactants [F:1][C:2]([F:12])([F:11])[C:3]1[CH:10]=[CH:9][C:6]([CH2:7][NH2:8])=[CH:5][CH:4]=1.Br[C:14]1[CH:23]=[N:22][CH:21]=[CH:20][C:15]=1[C:16]([O:18][CH3:19])=[O:17], predict the reaction product. The product is: [F:1][C:2]([F:11])([F:12])[C:3]1[CH:10]=[CH:9][C:6]([CH2:7][NH:8][C:20]2[CH:21]=[N:22][CH:23]=[CH:14][C:15]=2[C:16]([O:18][CH3:19])=[O:17])=[CH:5][CH:4]=1. (2) Given the reactants [CH:1]([C:3]1[CH:12]=[CH:11][C:6]([C:7]([O:9][CH3:10])=[O:8])=[C:5]([O:13][CH3:14])[CH:4]=1)=O.[NH2:15][CH2:16][CH2:17][C:18]1[C:26]2[C:21](=[CH:22][CH:23]=[CH:24][CH:25]=2)[NH:20][CH:19]=1.[CH3:27][C:28]([CH2:30][C:31]([C:33](OC)=[O:34])=[O:32])=[O:29], predict the reaction product. The product is: [NH:20]1[C:21]2[C:26](=[CH:25][CH:24]=[CH:23][CH:22]=2)[C:18]([CH2:17][CH2:16][N:15]2[C:33](=[O:34])[C:31]([OH:32])=[C:30]([C:28](=[O:29])[CH3:27])[CH:1]2[C:3]2[CH:12]=[CH:11][C:6]([C:7]([O:9][CH3:10])=[O:8])=[C:5]([O:13][CH3:14])[CH:4]=2)=[CH:19]1. (3) Given the reactants [I:1][C:2]1[CH:7]=[CH:6][N:5]=[C:4]2[CH:8]=[N:9][NH:10][C:3]=12.[H-].[Na+].CN(C=O)C.Cl[CH2:19][C:20]1[CH:25]=[CH:24][C:23]([O:26][CH3:27])=[CH:22][CH:21]=1, predict the reaction product. The product is: [I:1][C:2]1[CH:7]=[CH:6][N:5]=[C:4]2[CH:8]=[N:9][N:10]([CH2:19][C:20]3[CH:25]=[CH:24][C:23]([O:26][CH3:27])=[CH:22][CH:21]=3)[C:3]=12.[I:1][C:2]1[C:3]2[C:4](=[CH:8][N:9]([CH2:19][C:20]3[CH:25]=[CH:24][C:23]([O:26][CH3:27])=[CH:22][CH:21]=3)[N:10]=2)[N:5]=[CH:6][CH:7]=1. (4) Given the reactants [C:1]([O:5][C:6]([N:8]1[C@H:13]([C:14]([OH:16])=O)[CH2:12][C@@H:11]2[C@H:9]1[CH2:10]2)=[O:7])([CH3:4])([CH3:3])[CH3:2].[NH2:17][C@@H:18]([C:21]1[CH:26]=[CH:25][CH:24]=[C:23]([Cl:27])[C:22]=1[F:28])[CH2:19][OH:20].CN(C(ON1N=NC2C=CC=CC1=2)=[N+](C)C)C.F[P-](F)(F)(F)(F)F.O, predict the reaction product. The product is: [C:1]([O:5][C:6]([N:8]1[C@H:13]([C:14](=[O:16])[NH:17][C@@H:18]([C:21]2[CH:26]=[CH:25][CH:24]=[C:23]([Cl:27])[C:22]=2[F:28])[CH2:19][OH:20])[CH2:12][C@@H:11]2[C@H:9]1[CH2:10]2)=[O:7])([CH3:2])([CH3:3])[CH3:4]. (5) Given the reactants [NH2:1][C:2]1[N:3]=[C:4]([CH3:23])[C:5]2[CH:11]=[C:10]([C:12]#[C:13][Si](C)(C)C)[C:9](=[O:18])[N:8]([CH:19]3[CH2:22][CH2:21][CH2:20]3)[C:6]=2[N:7]=1.C([O-])([O-])=O.[K+].[K+], predict the reaction product. The product is: [NH2:1][C:2]1[N:3]=[C:4]([CH3:23])[C:5]2[CH:11]=[C:10]([C:12]#[CH:13])[C:9](=[O:18])[N:8]([CH:19]3[CH2:22][CH2:21][CH2:20]3)[C:6]=2[N:7]=1.